From a dataset of Forward reaction prediction with 1.9M reactions from USPTO patents (1976-2016). Predict the product of the given reaction. (1) Given the reactants [Cl:1][C:2]1[CH:41]=[CH:40][C:5]([CH2:6][NH:7][C:8]([C:10]2[C:11](=[O:39])[C:12]3[CH:26]=[C:25]([CH2:27][N:28]([CH2:30][C@@H:31]([OH:38])[C:32]4[CH:37]=[CH:36][CH:35]=[CH:34][CH:33]=4)[CH3:29])[S:24][C:13]=3[N:14]([CH2:16][CH:17]3[CH2:21][O:20]C(C)(C)[O:18]3)[CH:15]=2)=[O:9])=[CH:4][CH:3]=1.Cl(O)(=O)(=O)=O.C([O-])(O)=O.[Na+], predict the reaction product. The product is: [Cl:1][C:2]1[CH:41]=[CH:40][C:5]([CH2:6][NH:7][C:8]([C:10]2[C:11](=[O:39])[C:12]3[CH:26]=[C:25]([CH2:27][N:28]([CH2:30][C@@H:31]([OH:38])[C:32]4[CH:37]=[CH:36][CH:35]=[CH:34][CH:33]=4)[CH3:29])[S:24][C:13]=3[N:14]([CH2:16][CH:17]([OH:18])[CH2:21][OH:20])[CH:15]=2)=[O:9])=[CH:4][CH:3]=1. (2) The product is: [CH2:23]([C:20]1[CH:21]=[CH:22][C:17]([CH2:16][CH2:15][O:14][C:11]2[CH:12]=[CH:13][C:8]([CH2:7][CH:2]3[S:27][C:26](=[NH:25])[NH:28][C:3]3=[O:4])=[CH:9][CH:10]=2)=[N:18][CH:19]=1)[CH3:24]. Given the reactants Br[CH:2]([CH2:7][C:8]1[CH:13]=[CH:12][C:11]([O:14][CH2:15][CH2:16][C:17]2[CH:22]=[CH:21][C:20]([CH2:23][CH3:24])=[CH:19][N:18]=2)=[CH:10][CH:9]=1)[C:3](OC)=[O:4].[NH2:25][C:26]([NH2:28])=[S:27].C([O-])(=O)C.[Na+], predict the reaction product. (3) Given the reactants [Br:1][C:2]1[C:3]([N:19]2[CH2:24][CH2:23][CH2:22][C@@H:21]([NH:25]C(=O)OC(C)(C)C)[CH2:20]2)=[C:4]2[C:10]([NH:11][C:12]([CH:14]3[CH2:18][CH2:17][CH2:16][CH2:15]3)=[O:13])=[CH:9][NH:8][C:5]2=[N:6][CH:7]=1.[ClH:33], predict the reaction product. The product is: [ClH:33].[NH2:25][C@@H:21]1[CH2:22][CH2:23][CH2:24][N:19]([C:3]2[C:2]([Br:1])=[CH:7][N:6]=[C:5]3[NH:8][CH:9]=[C:10]([NH:11][C:12]([CH:14]4[CH2:15][CH2:16][CH2:17][CH2:18]4)=[O:13])[C:4]=23)[CH2:20]1. (4) Given the reactants C[Si]([N-][Si](C)(C)C)(C)C.[Na+].O1CCCC1.Cl[C:17]1[C:26]2[C:21](=[CH:22][C:23]([O:29][CH2:30][CH2:31][CH2:32][CH2:33][Cl:34])=[C:24]([O:27][CH3:28])[CH:25]=2)[N:20]=[CH:19][N:18]=1.[Cl:35][C:36]1[CH:44]=[C:43]([C:45]#[C:46][CH2:47][O:48][CH3:49])[C:39]2[O:40][CH2:41][O:42][C:38]=2[C:37]=1[NH2:50].[Cl-].[NH4+], predict the reaction product. The product is: [Cl:34][CH2:33][CH2:32][CH2:31][CH2:30][O:29][C:23]1[CH:22]=[C:21]2[C:26]([C:17]([NH:50][C:37]3[C:38]4[O:42][CH2:41][O:40][C:39]=4[C:43]([C:45]#[C:46][CH2:47][O:48][CH3:49])=[CH:44][C:36]=3[Cl:35])=[N:18][CH:19]=[N:20]2)=[CH:25][C:24]=1[O:27][CH3:28]. (5) Given the reactants [CH2:1]([N:3]1[CH2:8][C:7]([CH3:10])([CH3:9])[O:6][C:5](=[O:11])[CH:4]1[CH2:12][C:13]([OH:15])=O)[CH3:2].C(N(C(C)C)CC)(C)C.CN(C(ON1N=NC2C=CC=NC1=2)=[N+](C)C)C.F[P-](F)(F)(F)(F)F.[C:49]([NH2:53])([CH3:52])([CH3:51])[CH3:50], predict the reaction product. The product is: [C:49]([NH:53][C:13](=[O:15])[CH2:12][CH:4]1[C:5](=[O:11])[O:6][C:7]([CH3:9])([CH3:10])[CH2:8][N:3]1[CH2:1][CH3:2])([CH3:52])([CH3:51])[CH3:50]. (6) Given the reactants [OH:1][C:2]1[CH:11]=[CH:10][C:5]([C:6]([O:8]C)=[O:7])=[CH:4][C:3]=1[O:12][CH3:13].C(=O)([O-])[O-].[K+].[K+].Br[C:21]([CH3:30])([CH3:29])[C:22]([O:24][C:25]([CH3:28])([CH3:27])[CH3:26])=[O:23], predict the reaction product. The product is: [C:25]([O:24][C:22](=[O:23])[C:21]([CH3:30])([O:1][C:2]1[CH:11]=[CH:10][C:5]([C:6]([OH:8])=[O:7])=[CH:4][C:3]=1[O:12][CH3:13])[CH3:29])([CH3:28])([CH3:27])[CH3:26]. (7) The product is: [NH:25]1[C:24]2[CH:28]=[C:20]([NH:13][C:12]3[C:11]4[C:10](=[CH:9][CH:8]=[C:6]5[N:7]=[C:3]([C:1]#[N:2])[S:4][C:5]5=4)[N:14]=[CH:15][N:16]=3)[CH:21]=[CH:22][C:23]=2[N:27]=[CH:26]1. Given the reactants [C:1]([C:3]1[S:4][C:5]2[C:11]([C:12]#[N:13])=[C:10](/[N:14]=[CH:15]/[N:16](C)C)[CH:9]=[CH:8][C:6]=2[N:7]=1)#[N:2].N[C:20]1[CH:21]=[CH:22][C:23]2[NH:27][CH:26]=[N:25][C:24]=2[CH:28]=1.[K+].[Br-], predict the reaction product. (8) The product is: [CH2:24]([C:19]1[CH:20]=[C:21]([CH3:23])[CH:22]=[C:17]([CH2:15][CH3:16])[C:18]=1[C:2]1[C:3](=[O:14])[CH:4]2[CH:9]([C:10]=1[O:11][CH3:12])[CH:8]1[O:13][CH:5]2[CH2:6][CH2:7]1)[CH3:25]. Given the reactants Br[C:2]1[C:3](=[O:14])[CH:4]2[CH:9]([C:10]=1[O:11][CH3:12])[CH:8]1[O:13][CH:5]2[CH2:6][CH2:7]1.[CH2:15]([C:17]1[CH:22]=[C:21]([CH3:23])[CH:20]=[C:19]([CH2:24][CH3:25])[C:18]=1B(O)O)[CH3:16].C1(P(C2CCCCC2)C2C=CC=CC=2C2C(OC)=CC=CC=2OC)CCCCC1.P([O-])([O-])([O-])=O.[K+].[K+].[K+], predict the reaction product. (9) The product is: [CH3:5][O:6][C:7]([C:9]12[C:17]3[CH:16]=[CH:15][CH:14]=[CH:13][C:12]=3[CH2:11][CH:10]1[NH:1][CH2:21][CH2:20][CH2:19]2)=[O:8]. Given the reactants [N-:1]=[N+]=[N-].[Na+].[CH3:5][O:6][C:7]([C:9]1([CH2:19][CH2:20][CH2:21]Br)[C:17]2[C:12](=[CH:13][CH:14]=[CH:15][CH:16]=2)[CH2:11][C:10]1=O)=[O:8].C(OC)(C)(C)C.C(OCC)(=O)C, predict the reaction product. (10) Given the reactants Br[C:2]1[CH:3]=[C:4]2[C:13](=[C:14]3[C:19]=1[CH:18]=[CH:17][CH:16]=[CH:15]3)[C:12]1[CH:20]=[CH:21][CH:22]=[CH:23][C:11]=1C1[C:5]2=[CH:6][CH:7]=[CH:8]C=1.CCO[CH2:27][CH3:28].CCCCCC.C([Li])CCC.Cl.[B:41](OC(C)C)([O:46]C(C)C)[O:42]C(C)C, predict the reaction product. The product is: [CH:21]1[C:20]2[C:2]3[C:3]([C:4]4[C:13]([C:12]=2[CH:11]=[CH:23][CH:22]=1)=[CH:8][CH:7]=[CH:6][CH:5]=4)=[CH:28][C:27]([B:41]([OH:46])[OH:42])=[C:14]1[C:19]=3[CH:18]=[CH:17][CH:16]=[CH:15]1.